This data is from Forward reaction prediction with 1.9M reactions from USPTO patents (1976-2016). The task is: Predict the product of the given reaction. (1) Given the reactants [C:1]([C:3]1[CH:4]=[C:5]([NH:9][C:10]([N:12]2[CH2:16][CH2:15][N:14]([C:17]3[CH:22]=[CH:21][CH:20]=[CH:19][CH:18]=3)[C:13]2=[O:23])=[O:11])[CH:6]=[CH:7][CH:8]=1)#[CH:2].[C:24]([NH:27][C:28]1[CH:33]=[CH:32][C:31](Br)=[CH:30][N:29]=1)(=[O:26])[CH3:25].C(N(CC)CC)C, predict the reaction product. The product is: [C:24]([NH:27][C:28]1[N:29]=[CH:30][C:31]([C:2]#[C:1][C:3]2[CH:4]=[C:5]([NH:9][C:10]([N:12]3[CH2:16][CH2:15][N:14]([C:17]4[CH:22]=[CH:21][CH:20]=[CH:19][CH:18]=4)[C:13]3=[O:23])=[O:11])[CH:6]=[CH:7][CH:8]=2)=[CH:32][CH:33]=1)(=[O:26])[CH3:25]. (2) Given the reactants [OH:1][C@:2]12[CH2:26][C@@H:25]([OH:27])[CH2:24][CH2:23][C@:22]1([CH3:28])[C@@H:21]1[C@H:5]([C@H:6]3[C@:18]([CH3:29])([CH2:19][CH2:20]1)[C@@H:9]([C@H:10]([CH3:17])[CH2:11][CH2:12][CH2:13][CH:14]([CH3:16])[CH3:15])[CH2:8][CH2:7]3)[CH2:4][C@H:3]2[NH:30][CH2:31][CH2:32][C:33]1[N:34]=[CH:35][NH:36][CH:37]=1.[C:38]1([S:44]([OH:47])(=[O:46])=[O:45])[CH:43]=[CH:42][CH:41]=[CH:40][CH:39]=1, predict the reaction product. The product is: [OH:1][C@:2]12[CH2:26][C@@H:25]([OH:27])[CH2:24][CH2:23][C@:22]1([CH3:28])[C@@H:21]1[C@H:5]([C@H:6]3[C@:18]([CH3:29])([CH2:19][CH2:20]1)[C@@H:9]([C@H:10]([CH3:17])[CH2:11][CH2:12][CH2:13][CH:14]([CH3:16])[CH3:15])[CH2:8][CH2:7]3)[CH2:4][C@H:3]2[NH:30][CH2:31][CH2:32][C:33]1[N:34]=[CH:35][NH:36][CH:37]=1.[C:38]1([S:44]([O-:47])(=[O:46])=[O:45])[CH:43]=[CH:42][CH:41]=[CH:40][CH:39]=1. (3) Given the reactants [OH:1][C:2]1[CH:3]=[C:4]([CH:8]=[CH:9][C:10]=1[O:11][CH3:12])[C:5]([OH:7])=[O:6].[CH3:13][C:14](OCC1C2C(=CC=CC=2)C(COC(C)=O)=C2C=1C=CC=C2)=[O:15], predict the reaction product. The product is: [C:14]([O:1][C:2]1[CH:3]=[C:4]([CH:8]=[CH:9][C:10]=1[O:11][CH3:12])[C:5]([OH:7])=[O:6])(=[O:15])[CH3:13]. (4) Given the reactants [Br:1][C:2]1[C:10]([CH3:11])=[CH:9][CH:8]=[C:7]2[C:3]=1[CH:4]=[CH:5][NH:6]2.[H-].[Na+].I[CH3:15], predict the reaction product. The product is: [Br:1][C:2]1[C:10]([CH3:11])=[CH:9][CH:8]=[C:7]2[C:3]=1[CH:4]=[CH:5][N:6]2[CH3:15]. (5) Given the reactants [Li+].[OH-].C[O:4][C:5]([C@@H:7]1[CH2:12][N:11]([CH3:13])[CH2:10][CH2:9][N:8]1[C:14](=[O:24])[C@H:15]([O:20]C(=O)C)[C:16]([CH3:19])([CH3:18])[CH3:17])=[O:6].C1COCC1.CO, predict the reaction product. The product is: [OH:20][C@H:15]([C:16]([CH3:19])([CH3:18])[CH3:17])[C:14]([N:8]1[CH2:9][CH2:10][N:11]([CH3:13])[CH2:12][C@H:7]1[C:5]([OH:6])=[O:4])=[O:24]. (6) Given the reactants C[O:2][C:3]1[C:4]([C:9]2[C:14]([F:15])=[CH:13][CH:12]=[CH:11][C:10]=2[F:16])=[CH:5][CH:6]=[CH:7][CH:8]=1.B(Br)(Br)Br, predict the reaction product. The product is: [F:15][C:14]1[CH:13]=[CH:12][CH:11]=[C:10]([F:16])[C:9]=1[C:4]1[C:3]([OH:2])=[CH:8][CH:7]=[CH:6][CH:5]=1. (7) The product is: [C:1]([OH:6])(=[O:5])[CH:2]([CH3:4])[OH:3].[C:7]([OH:15])(=[O:14])[C:8]([CH2:10][C:11]([OH:13])=[O:12])=[CH2:9].[C:25]1(=[O:32])[O:31][CH2:30][CH2:29][CH2:28][CH2:27][CH2:26]1. Given the reactants [C:1]([OH:6])(=[O:5])[C@H:2]([CH3:4])[OH:3].[C:7]([OH:15])(=[O:14])[C:8]([CH2:10][C:11]([OH:13])=[O:12])=[CH2:9].OCC(CO)(CO)CO.[C:25]1(=[O:32])[O:31][CH2:30][CH2:29][CH2:28][CH2:27][CH2:26]1.[Sn+2], predict the reaction product. (8) The product is: [CH2:21]([S:13][C:12]1[NH:14][C:15](=[O:19])[C:9]2[CH:8]=[CH:7][C:5]3[O:6][C:2]([F:1])([F:20])[O:3][C:4]=3[C:10]=2[N:11]=1)[CH3:22]. Given the reactants [F:1][C:2]1([F:20])[O:6][C:5]2[CH:7]=[CH:8][CH:9]=[C:10]([NH:11][C:12]([NH:14][C:15](=[O:19])OCC)=[S:13])[C:4]=2[O:3]1.[CH2:21](I)[CH3:22].C(=O)([O-])[O-].[K+].[K+].C1(OC2C=CC=CC=2)C=CC=CC=1, predict the reaction product. (9) Given the reactants [F:1][C:2]1[CH:25]=[CH:24][CH:23]=[C:22]([F:26])[C:3]=1[O:4][C:5]1[CH2:9][N:8]([CH:10]([CH2:14][C:15]2([F:20])[CH2:19][CH2:18][CH2:17][CH2:16]2)[C:11](O)=[O:12])[C:7](=[O:21])[CH:6]=1.[CH3:27][C:28]1([CH3:40])[O:32][C@H:31]([CH2:33][N:34]2[CH:38]=[CH:37][C:36]([NH2:39])=[N:35]2)[CH2:30][O:29]1.F[P-](F)(F)(F)(F)F.N1(O[P+](N(C)C)(N(C)C)N(C)C)C2C=CC=CC=2N=N1.C(N(CC)C(C)C)(C)C, predict the reaction product. The product is: [F:1][C:2]1[CH:25]=[CH:24][CH:23]=[C:22]([F:26])[C:3]=1[O:4][C:5]1[CH2:9][N:8]([CH:10]([CH2:14][C:15]2([F:20])[CH2:16][CH2:17][CH2:18][CH2:19]2)[C:11]([NH:39][C:36]2[CH:37]=[CH:38][N:34]([CH2:33][C@@H:31]3[CH2:30][O:29][C:28]([CH3:40])([CH3:27])[O:32]3)[N:35]=2)=[O:12])[C:7](=[O:21])[CH:6]=1.